The task is: Predict the product of the given reaction.. This data is from Forward reaction prediction with 1.9M reactions from USPTO patents (1976-2016). Given the reactants [CH:1]1([C:7]2[C:8]3[CH:9]=[CH:10][C:11]([C:39]([OH:41])=O)=[CH:12][C:13]=3[N:14]3[CH2:20][C:19]([C:21]([N:23]4[CH2:28][CH2:27][CH:26]([N:29]5[CH2:34][CH2:33][O:32][CH2:31][CH2:30]5)[CH2:25][CH2:24]4)=[O:22])=[CH:18][C:17]4[CH:35]=[CH:36][CH:37]=[CH:38][C:16]=4[C:15]=23)[CH2:6][CH2:5][CH2:4][CH2:3][CH2:2]1.C(N(CC)C(C)C)(C)C.C(O)(=O)C.[NH2:55][CH2:56][C:57]([N:59]([CH3:61])[CH3:60])=[O:58].Cl.CN(C)CCCN=C=NCC.ON1C2C=CC=CC=2N=N1, predict the reaction product. The product is: [CH:1]1([C:7]2[C:8]3[CH:9]=[CH:10][C:11]([C:39]([NH:55][CH2:56][C:57]([N:59]([CH3:61])[CH3:60])=[O:58])=[O:41])=[CH:12][C:13]=3[N:14]3[CH2:20][C:19]([C:21]([N:23]4[CH2:24][CH2:25][CH:26]([N:29]5[CH2:34][CH2:33][O:32][CH2:31][CH2:30]5)[CH2:27][CH2:28]4)=[O:22])=[CH:18][C:17]4[CH:35]=[CH:36][CH:37]=[CH:38][C:16]=4[C:15]=23)[CH2:2][CH2:3][CH2:4][CH2:5][CH2:6]1.